Task: Predict the product of the given reaction.. Dataset: Forward reaction prediction with 1.9M reactions from USPTO patents (1976-2016) Given the reactants [OH:1][CH:2]([C:10]1[CH:15]=[CH:14][CH:13]=[CH:12][N:11]=1)[C:3]1[CH:8]=[CH:7][CH:6]=[CH:5][C:4]=1[OH:9].[OH:16][CH:17]1[CH2:22][CH2:21][N:20]([CH3:23])[CH2:19][CH2:18]1.O.C1(C)C=CC(S(O)(=O)=[O:32])=CC=1.[C:36]([O-:39])([OH:38])=O.[Na+], predict the reaction product. The product is: [CH3:23][N:20]1[CH2:21][CH2:22][CH:17]([O:1][CH:2]([C:10]2[CH:15]=[CH:14][CH:13]=[CH:12][N:11]=2)[C:3]2[CH:8]=[CH:7][CH:6]=[CH:5][C:4]=2[OH:9])[CH2:18][CH2:19]1.[C:17]([O-:16])(=[O:32])[C:36]([O-:39])=[O:38].